Dataset: Reaction yield outcomes from USPTO patents with 853,638 reactions. Task: Predict the reaction yield, written as a fraction of the theoretical maximum amount of product (1.0 means a 100% yield; for example, 0.34 means a 34% yield). The product is [CH3:1][C:2]([CH3:11])([CH2:7][CH2:8][OH:9])[CH2:3][CH2:4][OH:5]. The reactants are [CH3:1][C:2]([CH3:11])([CH2:7][C:8](O)=[O:9])[CH2:3][C:4](O)=[O:5].B.C1COCC1.Cl. The yield is 0.340. The catalyst is O1CCCC1.